Dataset: Peptide-MHC class II binding affinity with 134,281 pairs from IEDB. Task: Regression. Given a peptide amino acid sequence and an MHC pseudo amino acid sequence, predict their binding affinity value. This is MHC class II binding data. The peptide sequence is AFKVAATAANAAWAN. The MHC is HLA-DPA10201-DPB11401 with pseudo-sequence HLA-DPA10201-DPB11401. The binding affinity (normalized) is 0.774.